This data is from Forward reaction prediction with 1.9M reactions from USPTO patents (1976-2016). The task is: Predict the product of the given reaction. (1) Given the reactants [CH:1]1[C:14]2[CH:13]=[C:12](B(O)O)[C:11]3[C:6](=[CH:7][CH:8]=[CH:9][CH:10]=3)[C:5]=2[CH:4]=[CH:3][CH:2]=1.Br[C:19]1[CH:20]=[C:21]([C:26]2[N:31]=[C:30]([C:32]3[CH:37]=[CH:36][CH:35]=[CH:34][CH:33]=3)[N:29]=[C:28]([C:38]3[CH:43]=[CH:42][CH:41]=[CH:40][CH:39]=3)[N:27]=2)[CH:22]=[C:23]([Cl:25])[CH:24]=1.C1(C)C=CC=CC=1.C([O-])([O-])=O.[K+].[K+], predict the reaction product. The product is: [Cl:25][C:23]1[CH:22]=[C:21]([C:26]2[N:27]=[C:28]([C:38]3[CH:43]=[CH:42][CH:41]=[CH:40][CH:39]=3)[N:29]=[C:30]([C:32]3[CH:33]=[CH:34][CH:35]=[CH:36][CH:37]=3)[N:31]=2)[CH:20]=[C:19]([C:12]2[C:11]3[C:6]([C:5]4[CH:4]=[CH:3][CH:2]=[CH:1][C:14]=4[CH:13]=2)=[CH:7][CH:8]=[CH:9][CH:10]=3)[CH:24]=1. (2) Given the reactants [Mg].Br[C:3]1[CH:4]=[C:5]([CH:18]2[CH2:21][CH2:20][CH2:19]2)[C:6]([O:16][CH3:17])=[C:7]([CH:9]([O:13]CC)OCC)[CH:8]=1.C[Mg]Br.[O:25]1[CH2:29]CCC1.Cl.[O:31]1CCCC1, predict the reaction product. The product is: [CH:18]1([C:5]2[CH:4]=[C:3]([CH:8]=[C:7]([CH:9]=[O:13])[C:6]=2[O:16][CH3:17])[C:29]([OH:25])=[O:31])[CH2:19][CH2:20][CH2:21]1. (3) Given the reactants CS(C)=O.Cl[C:6]1[N:7]([CH2:28][CH:29]2[CH2:31][CH2:30]2)[C:8]2[C:13]([N:14]=1)=[C:12]([N:15]1[CH2:20][CH2:19][O:18][CH2:17][CH2:16]1)[N:11]=[C:10]([C:21]1[CH:22]=[N:23][C:24]([NH2:27])=[N:25][CH:26]=1)[N:9]=2.[CH3:32][C@H:33]1[CH2:38][NH:37][CH2:36][CH2:35][NH:34]1, predict the reaction product. The product is: [CH:29]1([CH2:28][N:7]2[C:6]([N:37]3[CH2:36][CH2:35][NH:34][C@@H:33]([CH3:32])[CH2:38]3)=[N:14][C:13]3[C:8]2=[N:9][C:10]([C:21]2[CH:22]=[N:23][C:24]([NH2:27])=[N:25][CH:26]=2)=[N:11][C:12]=3[N:15]2[CH2:20][CH2:19][O:18][CH2:17][CH2:16]2)[CH2:31][CH2:30]1. (4) Given the reactants [Br:1][C:2]1[CH:3]=[C:4]2[CH2:10][C:9](=[O:11])[NH:8][C:5]2=[N:6][CH:7]=1.Cl[C:13]([O:15][CH2:16][CH3:17])=[O:14], predict the reaction product. The product is: [CH2:16]([O:15][C:13]([N:8]1[C:5]2=[N:6][CH:7]=[C:2]([Br:1])[CH:3]=[C:4]2[CH:10]=[C:9]1[O:11][C:13]([O:15][CH2:16][CH3:17])=[O:14])=[O:14])[CH3:17]. (5) Given the reactants Cl.Cl.Cl.[O:4]1[C:12]2[CH:11]=[CH:10][N:9]=[C:8]([N:13]3[CH2:18][CH2:17][N:16]([CH2:19][CH2:20][C@H:21]4[CH2:26][CH2:25][C@H:24]([NH2:27])[CH2:23][CH2:22]4)[CH2:15][CH2:14]3)[C:7]=2[CH2:6][CH2:5]1.[CH:28](O)=[O:29], predict the reaction product. The product is: [O:4]1[C:12]2[CH:11]=[CH:10][N:9]=[C:8]([N:13]3[CH2:18][CH2:17][N:16]([CH2:19][CH2:20][C@H:21]4[CH2:26][CH2:25][C@H:24]([NH:27][CH:28]=[O:29])[CH2:23][CH2:22]4)[CH2:15][CH2:14]3)[C:7]=2[CH2:6][CH2:5]1. (6) The product is: [N:17]1[CH:18]=[CH:19][C:14]([C:12]([C:9]2[CH:10]=[CH:11][C:6]([CH:5]=[O:4])=[CH:7][CH:8]=2)=[O:13])=[CH:15][CH:16]=1. Given the reactants C([O:4][CH:5](OC(=O)C)[C:6]1[CH:11]=[CH:10][C:9]([C:12]([C:14]2[CH:19]=[CH:18][N:17]=[CH:16][CH:15]=2)=[O:13])=[CH:8][CH:7]=1)(=O)C.OS(O)(=O)=O.C([O-])([O-])=O.[K+].[K+], predict the reaction product. (7) Given the reactants [Br:1][C:2]1[C:3](Cl)=[N:4][C:5]([Cl:8])=[N:6][CH:7]=1.[NH3:10].CO, predict the reaction product. The product is: [Br:1][C:2]1[C:3]([NH2:10])=[N:4][C:5]([Cl:8])=[N:6][CH:7]=1. (8) Given the reactants [F:1][C:2]1[CH:3]=[CH:4][C:5]([O:19][CH3:20])=[C:6]([C:8]([CH3:18])([CH3:17])[CH2:9][C:10]2([C:13]([F:16])([F:15])[F:14])[CH2:12][O:11]2)[CH:7]=1.[NH:21]1[C:30]2[C:25](=[CH:26][CH:27]=[CH:28][CH:29]=2)[NH:24][CH2:23][CH2:22]1, predict the reaction product. The product is: [N:21]1([CH2:12][C:10]([OH:11])([CH2:9][C:8]([C:6]2[CH:7]=[C:2]([F:1])[CH:3]=[CH:4][C:5]=2[O:19][CH3:20])([CH3:18])[CH3:17])[C:13]([F:16])([F:15])[F:14])[C:30]2[C:25](=[CH:26][CH:27]=[CH:28][CH:29]=2)[NH:24][CH2:23][CH2:22]1. (9) Given the reactants Br[C:2]1[CH:3]=[CH:4][C:5]([CH:8]=[O:9])=[N:6][CH:7]=1.[C:10]([C:13]1[CH:18]=[CH:17][C:16](B(O)O)=[CH:15][CH:14]=1)(=[O:12])[NH2:11].C(=O)([O-])[O-].[Na+].[Na+], predict the reaction product. The product is: [CH:8]([C:5]1[N:6]=[CH:7][C:2]([C:16]2[CH:17]=[CH:18][C:13]([C:10]([NH2:11])=[O:12])=[CH:14][CH:15]=2)=[CH:3][CH:4]=1)=[O:9]. (10) Given the reactants Cl.[NH2:2][CH2:3][CH:4]1[O:8][B:7]([OH:9])[C:6]2[C:10]([O:15][CH2:16][CH3:17])=[CH:11][CH:12]=[C:13]([Cl:14])[C:5]1=2.CCN(CC)CC.[C:25](O[C:25]([O:27][C:28]([CH3:31])([CH3:30])[CH3:29])=[O:26])([O:27][C:28]([CH3:31])([CH3:30])[CH3:29])=[O:26], predict the reaction product. The product is: [C:28]([O:27][C:25](=[O:26])[NH:2][CH2:3][CH:4]1[O:8][B:7]([OH:9])[C:6]2[C:10]([O:15][CH2:16][CH3:17])=[CH:11][CH:12]=[C:13]([Cl:14])[C:5]1=2)([CH3:31])([CH3:30])[CH3:29].